From a dataset of Full USPTO retrosynthesis dataset with 1.9M reactions from patents (1976-2016). Predict the reactants needed to synthesize the given product. (1) Given the product [Cl:1][C:2]1[N:7]=[C:6]2[CH:8]=[CH:9][N:10]([S:17]([C:11]3[CH:16]=[CH:15][CH:14]=[CH:13][CH:12]=3)(=[O:19])=[O:18])[C:5]2=[CH:4][CH:3]=1, predict the reactants needed to synthesize it. The reactants are: [Cl:1][C:2]1[N:7]=[C:6]2[CH:8]=[CH:9][NH:10][C:5]2=[CH:4][CH:3]=1.[C:11]1([S:17](Cl)(=[O:19])=[O:18])[CH:16]=[CH:15][CH:14]=[CH:13][CH:12]=1.C(N(CC)CC)C.O. (2) The reactants are: [OH:1][C:2]1[C:3]2[CH:14]=[C:13]([C:15]([F:18])([F:17])[F:16])[CH:12]=[CH:11][C:4]=2[S:5][C:6]=1[C:7]([O:9][CH3:10])=[O:8].[CH:19](I)([CH3:21])[CH3:20].C(=O)([O-])[O-].[K+].[K+].CN(C)C=O. Given the product [CH:19]([O:1][C:2]1[C:3]2[CH:14]=[C:13]([C:15]([F:18])([F:16])[F:17])[CH:12]=[CH:11][C:4]=2[S:5][C:6]=1[C:7]([O:9][CH3:10])=[O:8])([CH3:21])[CH3:20], predict the reactants needed to synthesize it.